From a dataset of Peptide-MHC class I binding affinity with 185,985 pairs from IEDB/IMGT. Regression. Given a peptide amino acid sequence and an MHC pseudo amino acid sequence, predict their binding affinity value. This is MHC class I binding data. (1) The peptide sequence is FQMDYSLEY. The MHC is BoLA-D18.4 with pseudo-sequence BoLA-D18.4. The binding affinity (normalized) is 0.545. (2) The peptide sequence is ETACLGKSY. The MHC is HLA-A30:01 with pseudo-sequence HLA-A30:01. The binding affinity (normalized) is 0.0847. (3) The peptide sequence is GALSRRYPH. The MHC is HLA-A80:01 with pseudo-sequence HLA-A80:01. The binding affinity (normalized) is 0.0847. (4) The peptide sequence is VFAVLSIVNR. The MHC is HLA-B40:02 with pseudo-sequence HLA-B40:02. The binding affinity (normalized) is 0. (5) The peptide sequence is NHYLCLNCL. The MHC is HLA-B07:02 with pseudo-sequence HLA-B07:02. The binding affinity (normalized) is 0.0847.